This data is from Full USPTO retrosynthesis dataset with 1.9M reactions from patents (1976-2016). The task is: Predict the reactants needed to synthesize the given product. Given the product [C:1]1(/[CH:7]=[N:8]/[C:9]2[N:13]([CH2:14][CH2:15][CH3:16])[CH:12]=[CH:11][N:10]=2)[CH:2]=[CH:3][CH:4]=[CH:5][CH:6]=1, predict the reactants needed to synthesize it. The reactants are: [C:1]1(/[CH:7]=[N:8]/[C:9]2[NH:10][CH:11]=[CH:12][N:13]=2)[CH:6]=[CH:5][CH:4]=[CH:3][CH:2]=1.[CH3:14][C:15]([O-])(C)[CH3:16].[K+].ICCC.